This data is from Peptide-MHC class I binding affinity with 185,985 pairs from IEDB/IMGT. The task is: Regression. Given a peptide amino acid sequence and an MHC pseudo amino acid sequence, predict their binding affinity value. This is MHC class I binding data. (1) The peptide sequence is NMVADLWHA. The MHC is HLA-B51:01 with pseudo-sequence HLA-B51:01. The binding affinity (normalized) is 0.0847. (2) The peptide sequence is RGKLKRRAI. The MHC is HLA-B46:01 with pseudo-sequence HLA-B46:01. The binding affinity (normalized) is 0.0847.